Dataset: Full USPTO retrosynthesis dataset with 1.9M reactions from patents (1976-2016). Task: Predict the reactants needed to synthesize the given product. (1) Given the product [C:6]([O:10][C:11]([N:13]1[CH2:14][CH2:15][CH:16]=[C:17]1[CH2:20][OH:21])=[O:12])([CH3:9])([CH3:7])[CH3:8], predict the reactants needed to synthesize it. The reactants are: C([Li])CCC.[C:6]([O:10][C:11]([N:13]1[CH:17]=[CH:16][CH2:15][CH2:14]1)=[O:12])([CH3:9])([CH3:8])[CH3:7].CN(C)[CH:20]=[O:21].[Cl-].[NH4+].[BH4-].[Na+]. (2) Given the product [CH2:1]([O:3][C:4]([C:6]1[N:14]2[C:9]([CH:10]=[N:11][CH:12]=[N:13]2)=[CH:8][CH:7]=1)=[O:5])[CH3:2], predict the reactants needed to synthesize it. The reactants are: [CH2:1]([O:3][C:4]([C:6]1[N:14]2[C:9]([C:10](Cl)=[N:11][CH:12]=[N:13]2)=[CH:8][CH:7]=1)=[O:5])[CH3:2].C([O-])(=O)C.[Na+]. (3) Given the product [CH:23]1([CH2:22][N:13]2[C:14]3([CH2:17][CH2:18][CH2:19][CH2:20]3)[CH2:15][S:16][C:12]2=[N:11][C:3]2[CH:4]=[CH:5][C:6]([N+:8]([O-:10])=[O:9])=[CH:7][C:2]=2[CH3:1])[CH2:28][CH2:27][CH2:26][CH2:25][CH2:24]1, predict the reactants needed to synthesize it. The reactants are: [CH3:1][C:2]1[CH:7]=[C:6]([N+:8]([O-:10])=[O:9])[CH:5]=[CH:4][C:3]=1[N:11]=[C:12]1[S:16][CH2:15][C:14]2([CH2:20][CH2:19][CH2:18][CH2:17]2)[NH:13]1.Br[CH2:22][CH:23]1[CH2:28][CH2:27][CH2:26][CH2:25][CH2:24]1.[OH-].[Na+]. (4) The reactants are: [C:1]1([C:7]2[N:11]3[CH:12]=[CH:13][CH:14]=[CH:15][C:10]3=[N:9][C:8]=2[C:16]2[CH:23]=[CH:22][C:19]([CH:20]=O)=[CH:18][CH:17]=2)[CH:6]=[CH:5][CH:4]=[CH:3][CH:2]=1.C(N(CC)CC)C.Cl.Cl.[NH:33]1[CH2:38][CH2:37][CH:36]([C:39]2[CH:43]=[C:42]([C:44]3[CH:49]=[CH:48][CH:47]=[CH:46][N:45]=3)[NH:41][N:40]=2)[CH2:35][CH2:34]1.C(O)(=O)C.[BH-](OC(C)=O)(OC(C)=O)OC(C)=O.[Na+]. Given the product [C:1]1([C:7]2[N:11]3[CH:12]=[CH:13][CH:14]=[CH:15][C:10]3=[N:9][C:8]=2[C:16]2[CH:23]=[CH:22][C:19]([CH2:20][N:33]3[CH2:34][CH2:35][CH:36]([C:39]4[NH:40][N:41]=[C:42]([C:44]5[CH:49]=[CH:48][CH:47]=[CH:46][N:45]=5)[CH:43]=4)[CH2:37][CH2:38]3)=[CH:18][CH:17]=2)[CH:6]=[CH:5][CH:4]=[CH:3][CH:2]=1, predict the reactants needed to synthesize it. (5) Given the product [Br:20][C:18]1[CH:19]=[C:14]([C@@:12]2([CH3:13])[N:11]=[C:10]([NH:22][C:23](=[O:29])[O:24][C:25]([CH3:28])([CH3:27])[CH3:26])[C:6]3([CH2:9][CH2:8][CH2:7]3)[S:5](=[O:31])(=[O:30])[C@@H:4]2[CH2:1][CH2:2][OH:33])[C:15]([F:21])=[N:16][CH:17]=1, predict the reactants needed to synthesize it. The reactants are: [CH2:1]([C@@H:4]1[C@:12]([C:14]2[C:15]([F:21])=[N:16][CH:17]=[C:18]([Br:20])[CH:19]=2)([CH3:13])[N:11]=[C:10]([NH:22][C:23](=[O:29])[O:24][C:25]([CH3:28])([CH3:27])[CH3:26])[C:6]2([CH2:9][CH2:8][CH2:7]2)[S:5]1(=[O:31])=[O:30])[CH:2]=C.C(=O)(O)[O-:33].[Na+].[BH4-].[Na+]. (6) Given the product [CH3:36][C@:33]12[O:35][C@:25]3([C@@H:37]4[C@@H:29]([N:30]([C:39]5[CH:46]=[CH:45][C:42]([C:43]#[N:44])=[C:41]([C:47]([F:49])([F:50])[F:48])[CH:40]=5)[C:31](=[O:38])[C@H:32]14)[O:28][CH2:27][CH2:26]3)[C:24](=[O:23])[CH2:34]2, predict the reactants needed to synthesize it. The reactants are: CC(OI1(OC(C)=O)(OC(C)=O)OC(=O)C2C=CC=CC1=2)=O.[OH:23][C@H:24]1[CH2:34][C@@:33]2([CH3:36])[O:35][C@@:25]31[C@@H:37]1[C@@H:29]([N:30]([C:39]4[CH:46]=[CH:45][C:42]([C:43]#[N:44])=[C:41]([C:47]([F:50])([F:49])[F:48])[CH:40]=4)[C:31](=[O:38])[C@H:32]21)[O:28][CH2:27][CH2:26]3.[O-]S([O-])(=S)=O.[Na+].[Na+].C([O-])([O-])=O.[Na+].[Na+].